This data is from Catalyst prediction with 721,799 reactions and 888 catalyst types from USPTO. The task is: Predict which catalyst facilitates the given reaction. (1) Reactant: [C:1]([O:5][C:6](=[O:22])[NH:7][CH2:8][C:9]1([C:15]2[CH:16]=[C:17]([CH3:21])[CH:18]=[CH:19][CH:20]=2)[CH2:13][CH2:12][CH:11]([OH:14])[CH2:10]1)([CH3:4])([CH3:3])[CH3:2].[Cr](Cl)([O-])(=O)=O.[NH+]1C=CC=CC=1. Product: [C:1]([O:5][C:6](=[O:22])[NH:7][CH2:8][C:9]1([C:15]2[CH:16]=[C:17]([CH3:21])[CH:18]=[CH:19][CH:20]=2)[CH2:13][CH2:12][C:11](=[O:14])[CH2:10]1)([CH3:4])([CH3:3])[CH3:2]. The catalyst class is: 4. (2) Reactant: [C:1]1(=[O:22])[N:5]([CH2:6][C:7]2[C:16]3[C:11](=[CH:12][CH:13]=[CH:14][CH:15]=3)[CH2:10][CH2:9][N:8]=2)[C:4](=[O:17])[C:3]2=[CH:18][CH:19]=[CH:20][CH:21]=[C:2]12.CC(O)=O.[BH-](OC(C)=O)(OC(C)=O)OC(C)=O.[Na+]. Product: [C:4]1(=[O:17])[N:5]([CH2:6][CH:7]2[C:16]3[C:11](=[CH:12][CH:13]=[CH:14][CH:15]=3)[CH2:10][CH2:9][NH:8]2)[C:1](=[O:22])[C:2]2=[CH:21][CH:20]=[CH:19][CH:18]=[C:3]12. The catalyst class is: 2. (3) Reactant: [F:1][C:2]1[CH:3]=[C:4]([CH:20]=[CH:21][C:22]=1[F:23])[CH2:5][N:6]1[C:15](=[O:16])[C:14]2[C:9](=[CH:10][CH:11]=[C:12](I)[CH:13]=2)[N:8]([CH3:18])[C:7]1=[O:19].C(N(C(C)C)CC)(C)C.[F:33][C:34]1[CH:39]=[CH:38][C:37]([CH2:40][C:41]#[CH:42])=[CH:36][CH:35]=1.O. Product: [F:1][C:2]1[CH:3]=[C:4]([CH:20]=[CH:21][C:22]=1[F:23])[CH2:5][N:6]1[C:15](=[O:16])[C:14]2[C:9](=[CH:10][CH:11]=[C:12]([C:42]#[C:41][CH2:40][C:37]3[CH:38]=[CH:39][C:34]([F:33])=[CH:35][CH:36]=3)[CH:13]=2)[N:8]([CH3:18])[C:7]1=[O:19]. The catalyst class is: 122. (4) Reactant: [CH3:1][N:2]([CH3:31])[C@H:3]1[CH2:8][CH2:7][C@H:6]([N:9]([CH2:29][CH3:30])[C:10]2[C:11]([CH3:28])=[C:12]([CH:16]=[C:17]([C:19]#[C:20][CH2:21][N:22]3[CH2:27][CH2:26][O:25][CH2:24][CH2:23]3)[CH:18]=2)[C:13](O)=[O:14])[CH2:5][CH2:4]1.Cl.[NH2:33][CH2:34][C:35]1[C:36](=[O:43])[NH:37][C:38]([CH3:42])=[CH:39][C:40]=1[CH3:41].C1CN([P+](ON2N=NC3C=CC=CC2=3)(N2CCCC2)N2CCCC2)CC1.F[P-](F)(F)(F)(F)F.CCN(C(C)C)C(C)C. Product: [CH3:41][C:40]1[CH:39]=[C:38]([CH3:42])[NH:37][C:36](=[O:43])[C:35]=1[CH2:34][NH:33][C:13](=[O:14])[C:12]1[CH:16]=[C:17]([C:19]#[C:20][CH2:21][N:22]2[CH2:27][CH2:26][O:25][CH2:24][CH2:23]2)[CH:18]=[C:10]([N:9]([C@H:6]2[CH2:7][CH2:8][C@H:3]([N:2]([CH3:31])[CH3:1])[CH2:4][CH2:5]2)[CH2:29][CH3:30])[C:11]=1[CH3:28]. The catalyst class is: 16. (5) Reactant: C([O:4][C:5]1[CH:6]=[C:7](/[CH:13]=[CH:14]/[C:15]([OH:17])=O)[CH:8]=[CH:9][C:10]=1[O:11][CH3:12])(=O)C.O=S(Cl)Cl.[CH3:22][N:23]1[C:27]([CH2:28][N:29]2[C:37]3[C:32](=[CH:33][CH:34]=[CH:35][C:36]=3[NH2:38])[CH:31]=[CH:30]2)=[CH:26][N:25]=[CH:24]1. Product: [OH:4][C:5]1[CH:6]=[C:7](/[CH:13]=[CH:14]/[C:15]([NH:38][C:36]2[CH:35]=[CH:34][CH:33]=[C:32]3[C:37]=2[N:29]([CH2:28][C:27]2[N:23]([CH3:22])[CH:24]=[N:25][CH:26]=2)[CH:30]=[CH:31]3)=[O:17])[CH:8]=[CH:9][C:10]=1[O:11][CH3:12]. The catalyst class is: 1. (6) Reactant: C([O:4][CH2:5][C:6]([N:8]1[CH2:13][CH2:12][O:11][CH:10]2[CH2:14][N:15]([C:17]3[CH:22]=[CH:21][C:20]([N:23]4[CH2:27][CH:26]([CH2:28][NH:29][C:30](=[O:32])[CH3:31])[O:25][C:24]4=[O:33])=[CH:19][C:18]=3[F:34])[CH2:16][CH:9]12)=[O:7])(=O)C.C(=O)([O-])[O-].[K+].[K+]. Product: [F:34][C:18]1[CH:19]=[C:20]([N:23]2[CH2:27][CH:26]([CH2:28][NH:29][C:30](=[O:32])[CH3:31])[O:25][C:24]2=[O:33])[CH:21]=[CH:22][C:17]=1[N:15]1[CH2:16][CH:9]2[CH:10]([O:11][CH2:12][CH2:13][N:8]2[C:6](=[O:7])[CH2:5][OH:4])[CH2:14]1. The catalyst class is: 5.